Dataset: Peptide-MHC class I binding affinity with 185,985 pairs from IEDB/IMGT. Task: Regression. Given a peptide amino acid sequence and an MHC pseudo amino acid sequence, predict their binding affinity value. This is MHC class I binding data. The peptide sequence is AVFDSFVER. The MHC is HLA-B18:01 with pseudo-sequence HLA-B18:01. The binding affinity (normalized) is 0.0847.